From a dataset of Catalyst prediction with 721,799 reactions and 888 catalyst types from USPTO. Predict which catalyst facilitates the given reaction. (1) Reactant: [CH3:1][S:2]([NH:5][CH2:6][CH2:7][CH2:8][CH2:9][CH2:10][C:11]([OH:13])=O)(=[O:4])=[O:3].[NH2:14][C:15]1[CH:20]=[CH:19][CH:18]=[CH:17][CH:16]=1.C(Cl)CCl. Product: [C:15]1([NH:14][C:11](=[O:13])[CH2:10][CH2:9][CH2:8][CH2:7][CH2:6][NH:5][S:2]([CH3:1])(=[O:3])=[O:4])[CH:20]=[CH:19][CH:18]=[CH:17][CH:16]=1. The catalyst class is: 251. (2) Reactant: [Cl:1][C:2]1[CH:3]=[CH:4][C:5]([C:13]2[CH:14]=[C:15]3[C:20](=[CH:21][CH:22]=2)[N:19]=[CH:18][CH:17]=[CH:16]3)=[C:6]([CH:12]=1)[C:7]([O:9]CC)=[O:8].O[Li].O. Product: [Cl:1][C:2]1[CH:3]=[CH:4][C:5]([C:13]2[CH:14]=[C:15]3[C:20](=[CH:21][CH:22]=2)[N:19]=[CH:18][CH:17]=[CH:16]3)=[C:6]([CH:12]=1)[C:7]([OH:9])=[O:8]. The catalyst class is: 636. (3) Reactant: [Cl:1][C:2]1[C:3](F)=[C:4]([C:8]([C:10]2[CH:15]=[CH:14][C:13]([O:16][CH3:17])=[CH:12][CH:11]=2)=O)[CH:5]=[CH:6][CH:7]=1.Cl.[CH:20]1([NH:26][NH2:27])[CH2:25][CH2:24][CH2:23][CH2:22][CH2:21]1. Product: [Cl:1][C:2]1[CH:7]=[CH:6][CH:5]=[C:4]2[C:3]=1[N:26]([CH:20]1[CH2:25][CH2:24][CH2:23][CH2:22][CH2:21]1)[N:27]=[C:8]2[C:10]1[CH:15]=[CH:14][C:13]([O:16][CH3:17])=[CH:12][CH:11]=1. The catalyst class is: 142. (4) Reactant: [Br:1][C:2]1[CH:3]=[N:4][C:5]([C:8]([O:10]C)=O)=[N:6][CH:7]=1.O.[NH2:13][NH2:14]. Product: [Br:1][C:2]1[CH:7]=[N:6][C:5]([C:8]([NH:13][NH2:14])=[O:10])=[N:4][CH:3]=1. The catalyst class is: 14. (5) Reactant: [OH-].[K+].[CH2:3]([C:5]1([CH2:9][OH:10])[CH2:8][O:7][CH2:6]1)[CH3:4].[CH2:11](Br)[CH:12]=[CH2:13]. Product: [CH2:13]([O:10][CH2:9][C:5]1([CH2:3][CH3:4])[CH2:8][O:7][CH2:6]1)[CH:12]=[CH2:11]. The catalyst class is: 568. (6) Product: [CH:1]1([C:4]2[CH:5]=[C:6]([C@@H:10]([NH:12][C:13]([C:15]3[CH:16]=[C:17]4[C:21](=[CH:22][CH:23]=3)[N:20]([CH2:24][C:25]3[CH:26]=[C:27]([CH:32]=[CH:33][CH:34]=3)[C:28]([OH:30])=[O:29])[C:19]([CH3:35])=[C:18]4[CH3:36])=[O:14])[CH3:11])[CH:7]=[CH:8][CH:9]=2)[CH2:2][CH2:3]1. The catalyst class is: 816. Reactant: [CH:1]1([C:4]2[CH:5]=[C:6]([C@@H:10]([NH:12][C:13]([C:15]3[CH:16]=[C:17]4[C:21](=[CH:22][CH:23]=3)[N:20]([CH2:24][C:25]3[CH:26]=[C:27]([CH:32]=[CH:33][CH:34]=3)[C:28]([O:30]C)=[O:29])[C:19]([CH3:35])=[C:18]4[CH3:36])=[O:14])[CH3:11])[CH:7]=[CH:8][CH:9]=2)[CH2:3][CH2:2]1.[OH-].[Na+].